Dataset: Forward reaction prediction with 1.9M reactions from USPTO patents (1976-2016). Task: Predict the product of the given reaction. (1) Given the reactants [C:1]([CH2:5][S:6](Cl)(=[O:8])=[O:7])([F:4])([F:3])[F:2].[NH4+:10].[OH-], predict the reaction product. The product is: [C:1]([CH2:5][S:6]([NH2:10])(=[O:8])=[O:7])([F:4])([F:3])[F:2]. (2) Given the reactants FC1C=[CH:6][C:5]([CH2:8][CH2:9]C(O)=O)=[CH:4]C=1.[F:13][C:14]1[CH:19]=[CH:18][C:17]([CH2:20][CH2:21][C:22]([C:24]2[C:30]([OH:31])=[CH:29][C:28]([OH:32])=[CH:27][C:25]=2[OH:26])=[O:23])=[CH:16][CH:15]=1, predict the reaction product. The product is: [OH:26][C:25]1[C:27]([CH2:15][CH2:16][CH:17]([CH3:20])[CH3:18])=[C:28]([OH:32])[C:29]([CH2:9][CH2:8][CH:5]([CH3:4])[CH3:6])([CH2:21][CH2:22][CH:24]([CH3:30])[CH3:25])[C:30](=[O:31])[C:24]=1[C:22](=[O:23])[CH2:21][CH2:20][C:17]1[CH:16]=[CH:15][C:14]([F:13])=[CH:19][CH:18]=1.